From a dataset of Catalyst prediction with 721,799 reactions and 888 catalyst types from USPTO. Predict which catalyst facilitates the given reaction. Reactant: Cl.[Cl:2][C:3]1[CH:8]=[CH:7][C:6]([NH:9][NH2:10])=[CH:5][CH:4]=1.CO[CH:13](OC)[CH2:14][CH:15](OC)OC.C([O-])(=O)C.[Na+].C(=O)(O)[O-].[Na+]. Product: [Cl:2][C:3]1[CH:8]=[CH:7][C:6]([N:9]2[CH:15]=[CH:14][CH:13]=[N:10]2)=[CH:5][CH:4]=1. The catalyst class is: 86.